This data is from Reaction yield outcomes from USPTO patents with 853,638 reactions. The task is: Predict the reaction yield, written as a fraction of the theoretical maximum amount of product (1.0 means a 100% yield; for example, 0.34 means a 34% yield). (1) The reactants are [CH2:1]([N:3]1[C:7]([C:8]([OH:10])=O)=[CH:6][C:5]([CH3:11])=[N:4]1)[CH3:2].O1CCCC1.C(Cl)(=O)C(Cl)=O.[NH2:23][C:24]1[CH:25]=[C:26]([CH:43]=[CH:44][C:45]=1[CH3:46])[O:27][C:28]1[CH:29]=[CH:30][C:31]2[N:32]([CH:34]=[C:35]([NH:37][C:38]([CH:40]3[CH2:42][CH2:41]3)=[O:39])[N:36]=2)[N:33]=1. The catalyst is CN(C)C=O.CN(C)C(=O)C. The product is [CH:40]1([C:38]([NH:37][C:35]2[N:36]=[C:31]3[CH:30]=[CH:29][C:28]([O:27][C:26]4[CH:43]=[CH:44][C:45]([CH3:46])=[C:24]([NH:23][C:8]([C:7]5[N:3]([CH2:1][CH3:2])[N:4]=[C:5]([CH3:11])[CH:6]=5)=[O:10])[CH:25]=4)=[N:33][N:32]3[CH:34]=2)=[O:39])[CH2:41][CH2:42]1. The yield is 0.750. (2) The reactants are I[C:2]1[N:6]([CH3:7])[N:5]=[CH:4][CH:3]=1.[F:8][C:9]1([F:24])[CH2:14][CH2:13][C:12](B2OC(C)(C)C(C)(C)O2)=[CH:11][CH2:10]1.C(=O)([O-])[O-].[Cs+].[Cs+].O1CCOCC1. The catalyst is C1C=CC([P]([Pd]([P](C2C=CC=CC=2)(C2C=CC=CC=2)C2C=CC=CC=2)([P](C2C=CC=CC=2)(C2C=CC=CC=2)C2C=CC=CC=2)[P](C2C=CC=CC=2)(C2C=CC=CC=2)C2C=CC=CC=2)(C2C=CC=CC=2)C2C=CC=CC=2)=CC=1.O. The product is [F:8][C:9]1([F:24])[CH2:14][CH2:13][C:12]([C:2]2[N:6]([CH3:7])[N:5]=[CH:4][CH:3]=2)=[CH:11][CH2:10]1. The yield is 0.940. (3) The reactants are [F:1][C:2]1[CH:7]=[CH:6][C:5]([CH:8](O)[CH2:9][CH3:10])=[CH:4][CH:3]=1.C(N(CC)CC)C.CS(Cl)(=O)=O.[I-:24].[Na+]. The catalyst is ClCCl.C(OCC)(=O)C. The product is [F:1][C:2]1[CH:7]=[CH:6][C:5]([CH:8]([I:24])[CH2:9][CH3:10])=[CH:4][CH:3]=1. The yield is 0.860. (4) The reactants are [Cl:1][C:2]1[C:3]([O:12][C:13]2[CH:18]=[C:17]([O:19][CH2:20][CH2:21][O:22][CH3:23])[CH:16]=[CH:15][C:14]=2/[CH:24]=[CH:25]/[C:26](OCC)=[O:27])=[N:4][CH:5]=[C:6]([C:8]([F:11])([F:10])[F:9])[CH:7]=1.[H-].C([Al+]CC(C)C)C(C)C.[Cl-].[NH4+]. The catalyst is O1CCCC1.C1(C)C=CC=CC=1. The product is [Cl:1][C:2]1[C:3]([O:12][C:13]2[CH:18]=[C:17]([O:19][CH2:20][CH2:21][O:22][CH3:23])[CH:16]=[CH:15][C:14]=2/[CH:24]=[CH:25]/[CH2:26][OH:27])=[N:4][CH:5]=[C:6]([C:8]([F:10])([F:9])[F:11])[CH:7]=1. The yield is 0.970. (5) The reactants are C(N(CC)CC)C.Cl.[O:9]=[C:10]1[CH:15]([N:16]2[C:24](=[O:25])[C:23]3[C:18](=[CH:19][CH:20]=[CH:21][C:22]=3[CH2:26][NH:27][CH3:28])[C:17]2=[O:29])[CH2:14][CH2:13][C:12](=[O:30])[NH:11]1.[CH3:31][O:32][C:33]1[CH:34]=[C:35]([N:39]=[C:40]=[O:41])[CH:36]=[CH:37][CH:38]=1. The catalyst is C1COCC1. The product is [O:9]=[C:10]1[CH:15]([N:16]2[C:24](=[O:25])[C:23]3[C:18](=[CH:19][CH:20]=[CH:21][C:22]=3[CH2:26][N:27]([CH3:28])[C:40]([NH:39][C:35]3[CH:36]=[CH:37][CH:38]=[C:33]([O:32][CH3:31])[CH:34]=3)=[O:41])[C:17]2=[O:29])[CH2:14][CH2:13][C:12](=[O:30])[NH:11]1. The yield is 0.830.